Dataset: Peptide-MHC class I binding affinity with 185,985 pairs from IEDB/IMGT. Task: Regression. Given a peptide amino acid sequence and an MHC pseudo amino acid sequence, predict their binding affinity value. This is MHC class I binding data. (1) The peptide sequence is AMGKPVPYCY. The MHC is HLA-A23:01 with pseudo-sequence HLA-A23:01. The binding affinity (normalized) is 0. (2) The peptide sequence is NIWVNLNNL. The MHC is H-2-Kb with pseudo-sequence H-2-Kb. The binding affinity (normalized) is 0.375.